The task is: Predict the product of the given reaction.. This data is from Forward reaction prediction with 1.9M reactions from USPTO patents (1976-2016). (1) Given the reactants [C:1]([N:5]1[CH:17]=[C:16]2[C:7]([C:8](=[O:18])[NH:9][C:10]3[CH:11]=[CH:12][CH:13]=[CH:14][C:15]=32)=[N:6]1)([CH3:4])([CH3:3])[CH3:2].C([Li])CCC.[CH2:24]=[O:25].[Cl-].[NH4+], predict the reaction product. The product is: [C:1]([N:5]1[C:17]([CH2:24][OH:25])=[C:16]2[C:7]([C:8](=[O:18])[NH:9][C:10]3[CH:11]=[CH:12][CH:13]=[CH:14][C:15]=32)=[N:6]1)([CH3:4])([CH3:2])[CH3:3]. (2) The product is: [CH:2]([N:5]1[C:9]([C:10]2[N:19]=[C:18]3[C:17]4[CH:20]=[CH:30][C:22]([CH:24]5[CH2:25][CH2:26][N:27]([CH2:35][C:34]([N:33]([CH3:38])[CH3:32])=[O:37])[CH2:28][CH2:29]5)=[CH:23][C:16]=4[O:15][CH2:14][CH2:13][N:12]3[CH:11]=2)=[N:8][CH:7]=[N:6]1)([CH3:3])[CH3:4]. Given the reactants Cl.[CH:2]([N:5]1[C:9]([C:10]2[N:19]=[C:18]3[N:12]([CH2:13][CH2:14][O:15][C:16]4[CH:23]=[C:22]([CH:24]5[CH2:29][CH2:28][NH:27][CH2:26][CH2:25]5)N=[CH:20][C:17]=43)[CH:11]=2)=[N:8][CH:7]=[N:6]1)([CH3:4])[CH3:3].[CH3:30]O.[CH3:32][N:33]([CH3:38])[C:34](=[O:37])[CH2:35]Cl, predict the reaction product. (3) Given the reactants [CH3:1][O:2][C:3](=[O:19])[CH2:4][CH2:5][NH:6][C:7]([CH:9]1[CH2:12][N:11]([C:13]2[S:14][CH2:15][C:16](=[O:18])[N:17]=2)[CH2:10]1)=[O:8].[Cl:20][C:21]1[CH:38]=[CH:37][C:24]([CH2:25][N:26]2[C:34]3[C:29](=[CH:30][C:31]([CH:35]=O)=[CH:32][CH:33]=3)[CH:28]=[N:27]2)=[C:23]([C:39]([F:42])([F:41])[F:40])[CH:22]=1, predict the reaction product. The product is: [CH3:1][O:2][C:3](=[O:19])[CH2:4][CH2:5][NH:6][C:7]([CH:9]1[CH2:10][N:11]([C:13]2[S:14][C:15](=[CH:35][C:31]3[CH:30]=[C:29]4[C:34](=[CH:33][CH:32]=3)[N:26]([CH2:25][C:24]3[CH:37]=[CH:38][C:21]([Cl:20])=[CH:22][C:23]=3[C:39]([F:42])([F:40])[F:41])[N:27]=[CH:28]4)[C:16](=[O:18])[N:17]=2)[CH2:12]1)=[O:8].